This data is from Forward reaction prediction with 1.9M reactions from USPTO patents (1976-2016). The task is: Predict the product of the given reaction. (1) Given the reactants [OH:1][C:2]1([CH:8]([C:23]2[CH:28]=[CH:27][C:26]([C:29]3[CH:33]=[CH:32][S:31][CH:30]=3)=[CH:25][CH:24]=2)[CH2:9][N:10]2[CH2:15][CH2:14][N:13](C(OC(C)(C)C)=O)[CH2:12][CH2:11]2)[CH2:7][CH2:6][CH2:5][CH2:4][CH2:3]1.[ClH:34], predict the reaction product. The product is: [ClH:34].[ClH:34].[N:10]1([CH2:9][CH:8]([C:2]2([OH:1])[CH2:3][CH2:4][CH2:5][CH2:6][CH2:7]2)[C:23]2[CH:24]=[CH:25][C:26]([C:29]3[CH:33]=[CH:32][S:31][CH:30]=3)=[CH:27][CH:28]=2)[CH2:15][CH2:14][NH:13][CH2:12][CH2:11]1. (2) Given the reactants [CH2:1]([O:3][C:4](=[O:20])[NH:5][C:6]([C:8]1[C:9](=[O:19])[O:10][C:11]2[C:16]([CH:17]=1)=[CH:15][C:14](Br)=[CH:13][CH:12]=2)=[O:7])[CH3:2].[O:21]1[CH:25]=[CH:24][CH:23]=[C:22]1B(O)O, predict the reaction product. The product is: [CH2:1]([O:3][C:4](=[O:20])[NH:5][C:6]([C:8]1[C:9](=[O:19])[O:10][C:11]2[C:16]([CH:17]=1)=[CH:15][C:14]([C:22]1[O:21][CH:25]=[CH:24][CH:23]=1)=[CH:13][CH:12]=2)=[O:7])[CH3:2]. (3) Given the reactants Br[C:2]1[CH:3]=[CH:4][C:5]([CH:8]([OH:11])[CH2:9][OH:10])=[N:6][CH:7]=1.[F:12][C:13]1[CH:14]=[C:15]([N:28]2[CH2:32][C@H:31]([CH2:33][N:34]3[CH:38]=[CH:37][N:36]=[N:35]3)[O:30][C:29]2=[O:39])[CH:16]=[CH:17][C:18]=1B1OC(C)(C)C(C)(C)O1.C(=O)([O-])[O-].[Na+].[Na+], predict the reaction product. The product is: [OH:11][CH:8]([C:5]1[N:6]=[CH:7][C:2]([C:18]2[CH:17]=[CH:16][C:15]([N:28]3[CH2:32][C@H:31]([CH2:33][N:34]4[CH:38]=[CH:37][N:36]=[N:35]4)[O:30][C:29]3=[O:39])=[CH:14][C:13]=2[F:12])=[CH:3][CH:4]=1)[CH2:9][OH:10]. (4) Given the reactants [F:1][C:2]1[C:7]([O:8][CH3:9])=[CH:6][C:5]([O:10][CH3:11])=[C:4]([F:12])[C:3]=1[N:13]1[CH2:22][C:21]2[CH:20]=[N:19][C:18]3[N:23]([S:28]([C:31]4[CH:36]=[CH:35][CH:34]=[CH:33][CH:32]=4)(=[O:30])=[O:29])[C:24]([CH:26]=O)=[CH:25][C:17]=3[C:16]=2[C:15]([CH3:38])([CH3:37])[C:14]1=[O:39].[NH:40]1[CH2:45][CH2:44][O:43][CH2:42][CH2:41]1.C(O)(=O)C.C(O[BH-](OC(=O)C)OC(=O)C)(=O)C.[Na+], predict the reaction product. The product is: [F:12][C:4]1[C:5]([O:10][CH3:11])=[CH:6][C:7]([O:8][CH3:9])=[C:2]([F:1])[C:3]=1[N:13]1[CH2:22][C:21]2[CH:20]=[N:19][C:18]3[N:23]([S:28]([C:31]4[CH:36]=[CH:35][CH:34]=[CH:33][CH:32]=4)(=[O:29])=[O:30])[C:24]([CH2:26][N:40]4[CH2:45][CH2:44][O:43][CH2:42][CH2:41]4)=[CH:25][C:17]=3[C:16]=2[C:15]([CH3:37])([CH3:38])[C:14]1=[O:39].